This data is from Forward reaction prediction with 1.9M reactions from USPTO patents (1976-2016). The task is: Predict the product of the given reaction. (1) Given the reactants [OH:1][C:2]1[CH:12]=[CH:11][C:5]([CH:6]=[CH:7][C:8](O)=[O:9])=[CH:4][CH:3]=1.[CH3:13][O:14][C:15](=[O:25])[C@H:16]([CH2:18][C:19]1[CH:24]=[CH:23][CH:22]=[CH:21][CH:20]=1)[NH2:17].O.ON1C2C=CC=CC=2N=N1.Cl.CN(C)CCCN=C=NCC, predict the reaction product. The product is: [CH3:13][O:14][C:15](=[O:25])[CH:16]([NH:17][C:8](=[O:9])[CH:7]=[CH:6][C:5]1[CH:11]=[CH:12][C:2]([OH:1])=[CH:3][CH:4]=1)[CH2:18][C:19]1[CH:24]=[CH:23][CH:22]=[CH:21][CH:20]=1. (2) Given the reactants [CH3:1][S:2]([C:5]1[CH:6]=[C:7]([C:11]2[CH:20]=[CH:19][C:18]3[C:13](=[CH:14][CH:15]=[C:16]([O:21]C)[CH:17]=3)[C:12]=2[O:23][C:24]2[CH:38]=[CH:37][C:27]([O:28][CH2:29][CH2:30][N:31]3[CH2:36][CH2:35][CH2:34][CH2:33][CH2:32]3)=[CH:26][CH:25]=2)[CH:8]=[CH:9][CH:10]=1)(=[O:4])=[O:3].Cl.B(Br)(Br)Br.[Cl:44]CCl.C([O-])(O)=O.[Na+], predict the reaction product. The product is: [ClH:44].[CH3:1][S:2]([C:5]1[CH:6]=[C:7]([C:11]2[C:12]([O:23][C:24]3[CH:38]=[CH:37][C:27]([O:28][CH2:29][CH2:30][N:31]4[CH2:36][CH2:35][CH2:34][CH2:33][CH2:32]4)=[CH:26][CH:25]=3)=[C:13]3[C:18](=[CH:19][CH:20]=2)[CH:17]=[C:16]([OH:21])[CH:15]=[CH:14]3)[CH:8]=[CH:9][CH:10]=1)(=[O:4])=[O:3]. (3) Given the reactants [Br:1][C:2]1[CH:3]=[C:4]([O:20][CH3:21])[C:5]([Cl:19])=[C:6]([C:8]([C:10]2[CH:15]=[CH:14][C:13]([O:16][CH2:17][CH3:18])=[CH:12][CH:11]=2)=O)[CH:7]=1.C([SiH](CC)CC)C.B(F)(F)F.CCOCC.C([O-])([O-])=O.[K+].[K+], predict the reaction product. The product is: [Br:1][C:2]1[CH:3]=[C:4]([O:20][CH3:21])[C:5]([Cl:19])=[C:6]([CH2:8][C:10]2[CH:11]=[CH:12][C:13]([O:16][CH2:17][CH3:18])=[CH:14][CH:15]=2)[CH:7]=1. (4) The product is: [CH3:1][C:2]1[CH:3]=[N:4][N:5]([C:7]2[CH:14]=[CH:13][C:10](/[CH:11]=[CH:23]/[CH:24]=[O:25])=[CH:9][CH:8]=2)[CH:6]=1. Given the reactants [CH3:1][C:2]1[CH:3]=[N:4][N:5]([C:7]2[CH:14]=[CH:13][C:10]([CH:11]=O)=[CH:9][CH:8]=2)[CH:6]=1.N1(C2C=C[C:23]([CH:24]=[O:25])=CC=2)C=CC=N1, predict the reaction product. (5) The product is: [OH:40][NH:39][C:36]([C@H:10]1[C@@H:11]([NH:13][S:14]([C:17]2[CH:22]=[CH:21][C:20]([O:23][CH2:24][C:25]3[C:34]4[C:29](=[CH:30][CH:31]=[CH:32][CH:33]=4)[N:28]=[C:27]([CH3:35])[CH:26]=3)=[CH:19][CH:18]=2)(=[O:16])=[O:15])[CH2:12][N:8]([C:6]([O:5][C:1]([CH3:2])([CH3:3])[CH3:4])=[O:7])[CH2:9]1)=[O:37]. Given the reactants [C:1]([O:5][C:6]([N:8]1[CH2:12][C@H:11]([NH:13][S:14]([C:17]2[CH:22]=[CH:21][C:20]([O:23][CH2:24][C:25]3[C:34]4[C:29](=[CH:30][CH:31]=[CH:32][CH:33]=4)[N:28]=[C:27]([CH3:35])[CH:26]=3)=[CH:19][CH:18]=2)(=[O:16])=[O:15])[C@H:10]([C:36](O)=[O:37])[CH2:9]1)=[O:7])([CH3:4])([CH3:3])[CH3:2].[NH2:39][OH:40], predict the reaction product. (6) Given the reactants [Cl:1][C:2]1[CH:7]=[CH:6][CH:5]=[CH:4][C:3]=1[NH:8][C:9]([C:11]1[CH:15]=[CH:14][NH:13][N:12]=1)=[O:10].[C:16](Cl)(=[O:34])[CH2:17][CH2:18][CH2:19][CH2:20][CH2:21][CH2:22][CH2:23]/[CH:24]=[CH:25]\[CH2:26][CH2:27][CH2:28][CH2:29][CH2:30][CH2:31][CH2:32][CH3:33], predict the reaction product. The product is: [Cl:1][C:2]1[CH:7]=[CH:6][CH:5]=[CH:4][C:3]=1[NH:8][C:9]([C:11]1[CH:15]=[CH:14][N:13]([C:16](=[O:34])[CH2:17][CH2:18][CH2:19][CH2:20][CH2:21][CH2:22][CH2:23]/[CH:24]=[CH:25]\[CH2:26][CH2:27][CH2:28][CH2:29][CH2:30][CH2:31][CH2:32][CH3:33])[N:12]=1)=[O:10].